Dataset: Full USPTO retrosynthesis dataset with 1.9M reactions from patents (1976-2016). Task: Predict the reactants needed to synthesize the given product. (1) The reactants are: Cl[C:2]1[N:7]=[C:6]([S:8][CH2:9][CH3:10])[C:5]([C:11]([NH:13][CH2:14][C:15]2[CH:20]=[CH:19][CH:18]=[C:17]([F:21])[CH:16]=2)=[O:12])=[C:4]([CH3:22])[CH:3]=1.[CH3:23][NH:24][CH:25]1[CH2:30][CH2:29][O:28][CH2:27][CH2:26]1.CCN(C(C)C)C(C)C. Given the product [CH2:9]([S:8][C:6]1[C:5]([C:11]([NH:13][CH2:14][C:15]2[CH:20]=[CH:19][CH:18]=[C:17]([F:21])[CH:16]=2)=[O:12])=[C:4]([CH3:22])[CH:3]=[C:2]([N:24]([CH3:23])[CH:25]2[CH2:30][CH2:29][O:28][CH2:27][CH2:26]2)[N:7]=1)[CH3:10], predict the reactants needed to synthesize it. (2) Given the product [Cl:1][C:2]1[C:3]([C:8]2([F:18])[CH2:9][CH2:10][C:11](=[O:12])[CH2:16][CH2:17]2)=[N:4][CH:5]=[CH:6][CH:7]=1, predict the reactants needed to synthesize it. The reactants are: [Cl:1][C:2]1[C:3]([C:8]2([F:18])[CH2:17][CH2:16][C:11]3(OCC[O:12]3)[CH2:10][CH2:9]2)=[N:4][CH:5]=[CH:6][CH:7]=1.Cl. (3) Given the product [Cl:22][C:2]1[CH:3]=[C:4]([C:12]2[S:16][C:15]([NH:17][C:18](=[O:20])[CH3:19])=[N:14][C:13]=2[CH3:21])[CH:5]=[CH:6][C:7]=1[S:8]([CH3:11])(=[O:10])=[O:9], predict the reactants needed to synthesize it. The reactants are: F[C:2]1[CH:3]=[C:4]([C:12]2[S:16][C:15]([NH:17][C:18](=[O:20])[CH3:19])=[N:14][C:13]=2[CH3:21])[CH:5]=[CH:6][C:7]=1[S:8]([CH3:11])(=[O:10])=[O:9].[Cl:22]C1C=C(C=CC=1Cl)C=O. (4) Given the product [CH3:1][C:2]1[C:3]([NH:10][CH3:11])=[N:4][CH:5]=[C:22]([CH:9]=1)[C:21]([OH:19])=[O:23], predict the reactants needed to synthesize it. The reactants are: [CH3:1][C:2]1[C:3]([NH:10][CH3:11])=[N:4][CH:5]=C([CH:9]=1)C#N.[OH-].[Na+].[NH4+].[Cl-].C1C[O:19]CC1.[CH2:21]([OH:23])[CH3:22]. (5) The reactants are: [C:1]([C:3]1[CH:4]=[C:5]([CH:10]=[CH:11][CH:12]=1)[C:6]([O:8][CH3:9])=[O:7])#[N:2].[C:13](OC)(=[O:21])[C:14]1[C:15](=[CH:17][CH:18]=[CH:19][CH:20]=1)[SH:16].C(N(CC)CC)C. Given the product [O:21]=[C:13]1[C:14]2[CH:20]=[CH:19][CH:18]=[CH:17][C:15]=2[S:16][C:1]([C:3]2[CH:4]=[C:5]([CH:10]=[CH:11][CH:12]=2)[C:6]([O:8][CH3:9])=[O:7])=[N:2]1, predict the reactants needed to synthesize it. (6) Given the product [CH2:12]([N:7]1[C:6]2[C:5](=[O:19])[NH:4][C:3](=[O:22])[NH:11][C:10]=2[N:9]=[CH:8]1)[C:13]1[CH:18]=[CH:17][CH:16]=[CH:15][CH:14]=1, predict the reactants needed to synthesize it. The reactants are: Cl.N[C:3]1[NH:4][C:5](=[O:19])[C:6]2[N:7]([CH2:12][C:13]3[CH:18]=[CH:17][CH:16]=[CH:15][CH:14]=3)[CH:8]=[N:9][C:10]=2[N:11]=1.C(O)(=[O:22])C.N([O-])=O.[Na+].